This data is from Full USPTO retrosynthesis dataset with 1.9M reactions from patents (1976-2016). The task is: Predict the reactants needed to synthesize the given product. (1) Given the product [CH3:32][C:25]1[NH:24][C:23](=[O:33])[C:22]([CH2:21][N:20]2[C:1](=[O:11])[C:2]3[C:3](=[CH:7][CH:8]=[CH:9][CH:10]=3)[C:4]2=[O:6])=[C:27]([C:28]([F:31])([F:29])[F:30])[CH:26]=1, predict the reactants needed to synthesize it. The reactants are: [C:1]1(=[O:11])[O:6][C:4](=O)[C:3]2=[CH:7][CH:8]=[CH:9][CH:10]=[C:2]12.C(N(CC)CC)C.Cl.[NH2:20][CH2:21][C:22]1[C:23](=[O:33])[NH:24][C:25]([CH3:32])=[CH:26][C:27]=1[C:28]([F:31])([F:30])[F:29].C(O)(=O)C. (2) Given the product [CH:37]1[CH:36]=[C:33]([CH2:34][NH:26][CH2:25][CH2:24][CH2:23][CH2:22][NH:21][C:19]([C:18]2[CH:27]=[CH:28][C:15]([CH2:14][N:7]([CH2:8][C:9]3[NH:13][CH:12]=[CH:11][N:10]=3)[CH2:6][C:2]3[NH:3][CH:4]=[CH:5][N:1]=3)=[CH:16][CH:17]=2)=[O:20])[C:32]([O:31][C:30]([F:29])([F:40])[F:41])=[CH:39][CH:38]=1, predict the reactants needed to synthesize it. The reactants are: [NH:1]1[CH:5]=[CH:4][N:3]=[C:2]1[CH2:6][N:7]([CH2:14][C:15]1[CH:28]=[CH:27][C:18]([C:19]([NH:21][CH2:22][CH2:23][CH2:24][CH2:25][NH2:26])=[O:20])=[CH:17][CH:16]=1)[CH2:8][C:9]1[NH:10][CH:11]=[CH:12][N:13]=1.[F:29][C:30]([F:41])([F:40])[O:31][C:32]1[CH:39]=[CH:38][CH:37]=[CH:36][C:33]=1[CH:34]=O.C(OC)(OC)OC.[BH4-].[Na+].